Dataset: Peptide-MHC class I binding affinity with 185,985 pairs from IEDB/IMGT. Task: Regression. Given a peptide amino acid sequence and an MHC pseudo amino acid sequence, predict their binding affinity value. This is MHC class I binding data. (1) The peptide sequence is KYCWNLLQY. The MHC is HLA-A29:02 with pseudo-sequence HLA-A29:02. The binding affinity (normalized) is 0.634. (2) The binding affinity (normalized) is 0.578. The peptide sequence is GTSVIRSNI. The MHC is HLA-A68:02 with pseudo-sequence HLA-A68:02.